Dataset: M1 muscarinic receptor agonist screen with 61,833 compounds. Task: Binary Classification. Given a drug SMILES string, predict its activity (active/inactive) in a high-throughput screening assay against a specified biological target. (1) The drug is O1c2cc(CN(Cc3ccccc3)CCOC(=O)C)ccc2OC1. The result is 0 (inactive). (2) The compound is o1nc(c(c1C(OC)=O)C(OC)=O)C(=O)c1ccccc1. The result is 0 (inactive).